Task: Predict which catalyst facilitates the given reaction.. Dataset: Catalyst prediction with 721,799 reactions and 888 catalyst types from USPTO (1) Reactant: [F:1][C:2]1[CH:11]=[C:10]([C:12]2[C:17]([CH:18]3[CH2:23][CH2:22][NH:21][CH2:20][CH2:19]3)=[N:16][CH:15]=[CH:14][N:13]=2)[CH:9]=[CH:8][C:3]=1[C:4]([NH:6][CH3:7])=[O:5].Cl[C:25]1[CH:34]=[CH:33][C:32]2[C:27](=[CH:28][CH:29]=[C:30]([F:35])[CH:31]=2)[N:26]=1.CS(C)=O.C(=O)([O-])[O-].[K+].[K+]. Product: [F:1][C:2]1[CH:11]=[C:10]([C:12]2[C:17]([CH:18]3[CH2:23][CH2:22][N:21]([C:25]4[CH:34]=[CH:33][C:32]5[C:27](=[CH:28][CH:29]=[C:30]([F:35])[CH:31]=5)[N:26]=4)[CH2:20][CH2:19]3)=[N:16][CH:15]=[CH:14][N:13]=2)[CH:9]=[CH:8][C:3]=1[C:4]([NH:6][CH3:7])=[O:5]. The catalyst class is: 581. (2) Reactant: [CH:1]([Si:4]([C:11]#[C:12][B-:13]([C:38]#[C:39][Si:40]([CH:47]([CH3:49])[CH3:48])([CH:44]([CH3:46])[CH3:45])[CH:41]([CH3:43])[CH3:42])([C:26]#[C:27][Si:28]([CH:35]([CH3:37])[CH3:36])([CH:32]([CH3:34])[CH3:33])[CH:29]([CH3:31])[CH3:30])[C:14]#[C:15][Si:16]([CH:23]([CH3:25])[CH3:24])([CH:20]([CH3:22])[CH3:21])[CH:17]([CH3:19])[CH3:18])([CH:8]([CH3:10])[CH3:9])[CH:5]([CH3:7])[CH3:6])([CH3:3])[CH3:2].[Li+].[Cl-].[CH3:52][NH+:53]([C:55]1[CH:60]=[CH:59][CH:58]=[CH:57][CH:56]=1)[CH3:54]. Product: [CH:44]([Si:40]([C:39]#[C:38][B-:13]([C:14]#[C:15][Si:16]([CH:17]([CH3:19])[CH3:18])([CH:20]([CH3:22])[CH3:21])[CH:23]([CH3:25])[CH3:24])([C:12]#[C:11][Si:4]([CH:1]([CH3:3])[CH3:2])([CH:5]([CH3:7])[CH3:6])[CH:8]([CH3:10])[CH3:9])[C:26]#[C:27][Si:28]([CH:35]([CH3:36])[CH3:37])([CH:32]([CH3:33])[CH3:34])[CH:29]([CH3:30])[CH3:31])([CH:41]([CH3:43])[CH3:42])[CH:47]([CH3:48])[CH3:49])([CH3:45])[CH3:46].[CH3:52][NH+:53]([C:55]1[CH:60]=[CH:59][CH:58]=[CH:57][CH:56]=1)[CH3:54]. The catalyst class is: 11. (3) Reactant: [Cl:1][C:2]1[CH:3]=[CH:4][C:5]2[N:11]3[C:12]([C:15]([F:18])([F:17])[F:16])=[N:13][N:14]=[C:10]3[C@@H:9]([CH2:19][C:20]([N:22]3[CH2:27][CH2:26][CH:25]([CH2:28][C:29]([O:31]C(C)(C)C)=[O:30])[CH2:24][CH2:23]3)=[O:21])[O:8][C@H:7]([C:36]3[CH:41]=[CH:40][CH:39]=[C:38]([O:42][CH3:43])[C:37]=3[Cl:44])[C:6]=2[CH:45]=1.FC(F)(F)C(O)=O. Product: [Cl:1][C:2]1[CH:3]=[CH:4][C:5]2[N:11]3[C:12]([C:15]([F:17])([F:16])[F:18])=[N:13][N:14]=[C:10]3[C@@H:9]([CH2:19][C:20]([N:22]3[CH2:23][CH2:24][CH:25]([CH2:28][C:29]([OH:31])=[O:30])[CH2:26][CH2:27]3)=[O:21])[O:8][C@H:7]([C:36]3[CH:41]=[CH:40][CH:39]=[C:38]([O:42][CH3:43])[C:37]=3[Cl:44])[C:6]=2[CH:45]=1. The catalyst class is: 4. (4) Reactant: C(=O)([O-])O.[Na+].Br.[S:7]1[CH:11]=[CH:10][C:9]2[C:12]([C:16]3[N:17]4[CH2:23][CH2:22][N:21]=[C:18]4[S:19][CH:20]=3)=[CH:13][CH:14]=[CH:15][C:8]1=2. Product: [S:7]1[CH:11]=[CH:10][C:9]2[C:12]([C:16]3[N:17]4[CH2:23][CH2:22][N:21]=[C:18]4[S:19][CH:20]=3)=[CH:13][CH:14]=[CH:15][C:8]1=2. The catalyst class is: 4. (5) Reactant: [Cl:1][C:2]1[C:7]2[S:8][C:9]([C:11]3[C:16]([Cl:17])=[CH:15][C:14](I)=[CH:13][C:12]=3[Cl:19])=[N:10][C:6]=2[CH:5]=[CH:4][N:3]=1.[CH:20]1(B(O)O)[CH2:22][CH2:21]1.P(C1CCCCC1)(C1CCCCC1)C1CCCCC1.[O-]P([O-])([O-])=O.[K+].[K+].[K+]. Product: [Cl:1][C:2]1[C:7]2[S:8][C:9]([C:11]3[C:16]([Cl:17])=[CH:15][C:14]([CH:20]4[CH2:22][CH2:21]4)=[CH:13][C:12]=3[Cl:19])=[N:10][C:6]=2[CH:5]=[CH:4][N:3]=1. The catalyst class is: 874. (6) Reactant: [C@]12(C)C(C)(C)C(CC1)CC2C([O:12][CH:13]([C:18]1[CH:23]=[CH:22][C:21]([I:24])=[CH:20][C:19]=1[N+:25]([O-:27])=[O:26])[C:14]([CH3:17])([CH3:16])[CH3:15])=O.C([O-])([O-])=O.[K+].[K+].O.Cl. Product: [I:24][C:21]1[CH:22]=[CH:23][C:18]([CH:13]([OH:12])[C:14]([CH3:15])([CH3:16])[CH3:17])=[C:19]([N+:25]([O-:27])=[O:26])[CH:20]=1. The catalyst class is: 5. (7) Reactant: [Br:1][CH2:2][CH:3]([OH:12])[CH2:4][O:5][C:6]1[CH:11]=[CH:10][CH:9]=[CH:8][CH:7]=1.[NH2:13][C:14]1[N:18]([CH2:19][C:20]2[CH:25]=[CH:24][CH:23]=[CH:22][CH:21]=2)[C:17]2[CH:26]=[CH:27][CH:28]=[CH:29][C:16]=2[N:15]=1. Product: [BrH:1].[CH2:19]([N:18]1[C:17]2[CH:26]=[CH:27][CH:28]=[CH:29][C:16]=2[N:15]([CH2:2][CH:3]([OH:12])[CH2:4][O:5][C:6]2[CH:11]=[CH:10][CH:9]=[CH:8][CH:7]=2)[C:14]1=[NH:13])[C:20]1[CH:21]=[CH:22][CH:23]=[CH:24][CH:25]=1. The catalyst class is: 11.